From a dataset of Forward reaction prediction with 1.9M reactions from USPTO patents (1976-2016). Predict the product of the given reaction. (1) The product is: [C:17]([O:16][C:14](=[O:15])[NH:13][CH2:12][C:8]1[CH:7]=[C:6]2[C:11](=[CH:10][CH:9]=1)[C:2]([NH2:1])=[N:3][CH:4]=[CH:5]2)([CH3:20])([CH3:19])[CH3:18]. Given the reactants [NH2:1][C:2]1[C:11]2[C:6](=[CH:7][C:8]([C:12]#[N:13])=[CH:9][CH:10]=2)[CH:5]=[CH:4][N:3]=1.[C:14](O[C:14]([O:16][C:17]([CH3:20])([CH3:19])[CH3:18])=[O:15])([O:16][C:17]([CH3:20])([CH3:19])[CH3:18])=[O:15].[BH4-].[Na+], predict the reaction product. (2) Given the reactants [CH2:1]([O:3][C:4]([C:6]1([C:28]([OH:30])=[O:29])[CH2:10][CH2:9][CH:8]([NH:11][CH2:12][C:13]2[CH:18]=[CH:17][C:16]([CH2:19][CH2:20][CH2:21][CH2:22][CH2:23][CH2:24][CH2:25][CH2:26][CH3:27])=[CH:15][CH:14]=2)[CH2:7]1)=[O:5])[CH3:2].C(=O)([O-])[O-].[K+].[K+].[CH3:37]I.[CH3:39][C:40](C)=O, predict the reaction product. The product is: [CH2:1]([O:3][C:4]([C:6]1([C:28]([O:30][CH2:39][CH3:40])=[O:29])[CH2:10][CH2:9][CH:8]([N:11]([CH3:37])[CH2:12][C:13]2[CH:14]=[CH:15][C:16]([CH2:19][CH2:20][CH2:21][CH2:22][CH2:23][CH2:24][CH2:25][CH2:26][CH3:27])=[CH:17][CH:18]=2)[CH2:7]1)=[O:5])[CH3:2]. (3) Given the reactants [N:1]1([CH2:6][CH2:7][CH2:8][O:9][C:10]2[CH:15]=[CH:14][C:13]([C:16]3([CH:22]=O)[CH2:21][CH2:20][O:19][CH2:18][CH2:17]3)=[CH:12][CH:11]=2)[CH2:5][CH2:4][CH2:3][CH2:2]1.[CH3:24][O:25][CH2:26][C@@H:27]1[CH2:31][CH2:30][CH2:29][NH:28]1, predict the reaction product. The product is: [CH3:24][O:25][CH2:26][C@@H:27]1[CH2:31][CH2:30][CH2:29][N:28]1[CH2:22][C:16]1([C:13]2[CH:12]=[CH:11][C:10]([O:9][CH2:8][CH2:7][CH2:6][N:1]3[CH2:5][CH2:4][CH2:3][CH2:2]3)=[CH:15][CH:14]=2)[CH2:21][CH2:20][O:19][CH2:18][CH2:17]1. (4) Given the reactants Cl[C:2]1[N:7]=[C:6]([C:8]([S:11]([CH:14]2[CH2:19][CH2:18][CH2:17][CH2:16][CH2:15]2)(=[O:13])=[O:12])([CH3:10])[CH3:9])[CH:5]=[C:4]([N:20]2[CH2:25][CH2:24][O:23][CH2:22][C@@H:21]2[CH3:26])[N:3]=1.C(=O)([O-])[O-].[Na+].[Na+].CC1(C)C(C)(C)OB([C:41]2[CH:47]=[CH:46][C:44]([NH2:45])=[CH:43][CH:42]=2)O1, predict the reaction product. The product is: [CH:14]1([S:11]([C:8]([C:6]2[CH:5]=[C:4]([N:20]3[CH2:25][CH2:24][O:23][CH2:22][C@@H:21]3[CH3:26])[N:3]=[C:2]([C:41]3[CH:47]=[CH:46][C:44]([NH2:45])=[CH:43][CH:42]=3)[N:7]=2)([CH3:10])[CH3:9])(=[O:13])=[O:12])[CH2:19][CH2:18][CH2:17][CH2:16][CH2:15]1. (5) Given the reactants Cl[C:2]([O:4][C:5]1[CH:10]=[CH:9][C:8]([N+:11]([O-:13])=[O:12])=[CH:7][CH:6]=1)=[O:3].C([N:27]1[CH2:30][CH:29]([O:31][C:32]2[CH:37]=[CH:36][C:35]([C:38]3[CH:43]=[CH:42][CH:41]=[CH:40][C:39]=3[F:44])=[CH:34][N:33]=2)[CH2:28]1)(C1C=CC=CC=1)C1C=CC=CC=1, predict the reaction product. The product is: [N+:11]([C:8]1[CH:9]=[CH:10][C:5]([O:4][C:2]([N:27]2[CH2:30][CH:29]([O:31][C:32]3[CH:37]=[CH:36][C:35]([C:38]4[CH:43]=[CH:42][CH:41]=[CH:40][C:39]=4[F:44])=[CH:34][N:33]=3)[CH2:28]2)=[O:3])=[CH:6][CH:7]=1)([O-:13])=[O:12]. (6) The product is: [CH3:9][NH+:10]([CH2:11][CH2:12][CH2:13][CH2:14][CH2:15][CH2:16][CH2:17][CH2:18][CH2:19][CH2:20][CH2:21][CH2:22][CH2:23][CH3:24])[CH2:3][CH2:4][S:5]([O-:8])(=[O:7])=[O:6]. Given the reactants [Na].Br[CH2:3][CH2:4][S:5]([O-:8])(=[O:7])=[O:6].[CH3:9][NH:10][CH2:11][CH2:12][CH2:13][CH2:14][CH2:15][CH2:16][CH2:17][CH2:18][CH2:19][CH2:20][CH2:21][CH2:22][CH2:23][CH3:24].C([O-])([O-])=O.[K+].[K+], predict the reaction product. (7) Given the reactants [OH:1][C:2]1[CH:3]=[C:4]2[C:9](=[CH:10][C:11]=1[OH:12])[C:8](=[O:13])[C:7]([CH3:15])(C)[CH2:6][CH2:5]2.[C:16](=O)([O-])[O-].[K+].[K+].[CH2:22](Br)[C:23]1[CH:28]=[CH:27][CH:26]=[CH:25][CH:24]=1, predict the reaction product. The product is: [CH2:22]([O:1][C:2]1[CH:3]=[C:4]2[C:9](=[CH:10][C:11]=1[OH:12])[C:8](=[O:13])[CH:7]([CH3:15])[CH:6]([CH3:16])[CH2:5]2)[C:23]1[CH:28]=[CH:27][CH:26]=[CH:25][CH:24]=1.